This data is from Full USPTO retrosynthesis dataset with 1.9M reactions from patents (1976-2016). The task is: Predict the reactants needed to synthesize the given product. Given the product [Cl:25][C:4]1[CH:3]=[C:2]([NH:1][C:43]([C:40]2([C:38]#[N:39])[CH2:42][CH2:41]2)=[O:44])[CH:7]=[CH:6][C:5]=1[N:8]1[CH2:9][CH2:10][CH:11]([N:14]2[C:19]3[CH:20]=[CH:21][CH:22]=[CH:23][C:18]=3[CH2:17][O:16][C:15]2=[O:24])[CH2:12][CH2:13]1, predict the reactants needed to synthesize it. The reactants are: [NH2:1][C:2]1[CH:7]=[CH:6][C:5]([N:8]2[CH2:13][CH2:12][CH:11]([N:14]3[C:19]4[CH:20]=[CH:21][CH:22]=[CH:23][C:18]=4[CH2:17][O:16][C:15]3=[O:24])[CH2:10][CH2:9]2)=[C:4]([Cl:25])[CH:3]=1.C(N1C=CN=C1)(N1C=CN=C1)=O.[C:38]([C:40]1([C:43](O)=[O:44])[CH2:42][CH2:41]1)#[N:39].